From a dataset of Reaction yield outcomes from USPTO patents with 853,638 reactions. Predict the reaction yield, written as a fraction of the theoretical maximum amount of product (1.0 means a 100% yield; for example, 0.34 means a 34% yield). (1) The product is [NH2:1][C:2]1[N:10]=[C:9]2[CH:8]=[CH:7][C:6]([O:21][C:22]3[CH:23]=[CH:24][C:25]([CH3:38])=[C:26]([NH:28][C:29]([C:31]4[N:35]([CH3:36])[N:34]=[C:33]([CH3:37])[CH:32]=4)=[O:30])[CH:27]=3)=[CH:5][N:4]2[CH:3]=1. The catalyst is ClCCl. The reactants are [NH2:1][C:2](=O)[CH2:3][N:4]1[CH:9]([NH:10]S(C2C=CC(C)=CC=2)(=O)=O)[CH:8]=[CH:7][C:6]([O:21][C:22]2[CH:23]=[CH:24][C:25]([CH3:38])=[C:26]([NH:28][C:29]([C:31]3[N:35]([CH3:36])[N:34]=[C:33]([CH3:37])[CH:32]=3)=[O:30])[CH:27]=2)=[CH:5]1.FC(F)(F)C(OC(=O)C(F)(F)F)=O. The yield is 0.680. (2) The reactants are Br[C:2]1[C:3]([CH3:10])=[N:4][C:5]([O:8][CH3:9])=[CH:6][CH:7]=1.C1(P(C2CCCCC2)C2C=CC=CC=2C2C(C(C)C)=CC(C(C)C)=CC=2C(C)C)CCCCC1.C(=O)([O-])[O-].[Cs+].[Cs+].[Cl:51][C:52]1[CH:58]=[CH:57][C:56]([O:59][CH3:60])=[CH:55][C:53]=1[NH2:54]. The catalyst is C([O-])(=O)C.[Pd+2].C([O-])(=O)C. The product is [Cl:51][C:52]1[CH:58]=[CH:57][C:56]([O:59][CH3:60])=[CH:55][C:53]=1[NH:54][C:2]1[C:3]([CH3:10])=[N:4][C:5]([O:8][CH3:9])=[CH:6][CH:7]=1. The yield is 0.690. (3) The reactants are [Br:1]Br.[N:3]1[C:8]2[NH:9][C:10](=[O:14])[CH2:11][CH2:12][CH2:13][C:7]=2[CH:6]=[CH:5][CH:4]=1. The catalyst is C(Cl)Cl. The product is [Br:1][C:5]1[CH:4]=[N:3][C:8]2[NH:9][C:10](=[O:14])[CH2:11][CH2:12][CH2:13][C:7]=2[CH:6]=1. The yield is 0.560. (4) The reactants are Cl[C:2]([C:13]1[N:14]=[C:15]([CH3:31])[N:16]([C:19]2[CH:24]=[CH:23][C:22]([O:25][CH3:26])=[C:21]([C:27]([F:30])([F:29])[F:28])[CH:20]=2)[C:17]=1[CH3:18])=[C:3]([C:6]1[CH:11]=[CH:10][N:9]=[C:8]([Cl:12])[CH:7]=1)C=O.CC(C)([O-])C.[K+].O. The catalyst is C1COCC1. The product is [Cl:12][C:8]1[CH:7]=[C:6]([C:3]#[C:2][C:13]2[N:14]=[C:15]([CH3:31])[N:16]([C:19]3[CH:24]=[CH:23][C:22]([O:25][CH3:26])=[C:21]([C:27]([F:30])([F:28])[F:29])[CH:20]=3)[C:17]=2[CH3:18])[CH:11]=[CH:10][N:9]=1. The yield is 0.190. (5) The reactants are Br[C:2]1[C:11]2[C:6](=[CH:7][CH:8]=[C:9]([O:12][CH3:13])[CH:10]=2)[C:5](=[O:14])[NH:4][CH:3]=1.[CH3:15][N:16]1[CH2:21][CH2:20][NH:19][CH2:18][CH2:17]1.CCN(C(C)C)C(C)C. The catalyst is C(O)CO. The product is [CH3:13][O:12][C:9]1[CH:10]=[C:11]2[C:6](=[CH:7][CH:8]=1)[C:5](=[O:14])[NH:4][CH:3]=[C:2]2[N:19]1[CH2:20][CH2:21][N:16]([CH3:15])[CH2:17][CH2:18]1. The yield is 0.535. (6) The reactants are Br[C:2]1[CH:3]=[CH:4][C:5]2[C:11]3[S:12][C:13]([C:15]([N:17]([C:19]4[CH:24]=[C:23]([C:25]([N:27]5[CH2:30][C:29]([F:32])([F:31])[CH2:28]5)=[O:26])[CH:22]=[CH:21][C:20]=4[Cl:33])[CH3:18])=[O:16])=[CH:14][C:10]=3[CH2:9][CH2:8][O:7][C:6]=2[CH:34]=1.CC1(C)C2[C:57](=C(P(C3C=CC=CC=3)C3C=CC=CC=3)C=CC=2)[O:56]C2C(P(C3C=CC=CC=3)C3C=CC=CC=3)=CC=CC1=2.[CH3:77][NH2:78].Cl.C([O-])([O-])=O.[Na+].[Na+]. The catalyst is C1(C)C=CC=CC=1.CN(C=O)C.CC([O-])=O.CC([O-])=O.[Pd+2]. The product is [Cl:33][C:20]1[CH:21]=[CH:22][C:23]([C:25]([N:27]2[CH2:30][C:29]([F:32])([F:31])[CH2:28]2)=[O:26])=[CH:24][C:19]=1[N:17]([CH3:18])[C:15]([C:13]1[S:12][C:11]2[C:5]3[CH:4]=[CH:3][C:2]([C:57]([NH:78][CH3:77])=[O:56])=[CH:34][C:6]=3[O:7][CH2:8][CH2:9][C:10]=2[CH:14]=1)=[O:16]. The yield is 0.320. (7) The reactants are [CH3:1][O:2][C:3](=[O:31])[CH:4]([O:26][C:27]([CH3:30])([CH3:29])[CH3:28])[C:5]1[C:10]([CH3:11])=[CH:9][C:8]([N+:12]([O-:14])=[O:13])=[C:7]([OH:15])[C:6]=1[C:16]1[CH:17]=[C:18]2[C:23](=[CH:24][CH:25]=1)[O:22][CH2:21][CH2:20][CH2:19]2.[S:32](O[S:32]([C:35]([F:38])([F:37])[F:36])(=[O:34])=[O:33])([C:35]([F:38])([F:37])[F:36])(=[O:34])=[O:33]. The catalyst is N1C=CC=CC=1. The product is [CH3:1][O:2][C:3](=[O:31])[CH:4]([O:26][C:27]([CH3:28])([CH3:30])[CH3:29])[C:5]1[C:10]([CH3:11])=[CH:9][C:8]([N+:12]([O-:14])=[O:13])=[C:7]([O:15][S:32]([C:35]([F:38])([F:37])[F:36])(=[O:34])=[O:33])[C:6]=1[C:16]1[CH:17]=[C:18]2[C:23](=[CH:24][CH:25]=1)[O:22][CH2:21][CH2:20][CH2:19]2. The yield is 0.980.